Dataset: Full USPTO retrosynthesis dataset with 1.9M reactions from patents (1976-2016). Task: Predict the reactants needed to synthesize the given product. (1) Given the product [F:31][C:32]1[CH:40]=[CH:39][C:35]([C:36]([NH:23][C@@:15]([C:4]2[CH:5]=[C:6]([O:8][C:9]([F:14])([F:13])[CH:10]([F:12])[F:11])[CH:7]=[C:2]([F:1])[CH:3]=2)([C:24]2[CH:29]=[CH:28][C:27]([F:30])=[CH:26][CH:25]=2)[CH2:16][C:17]2[CH:22]=[CH:21][CH:20]=[CH:19][CH:18]=2)=[O:37])=[CH:34][C:33]=1[C:41]([F:42])([F:43])[F:44], predict the reactants needed to synthesize it. The reactants are: [F:1][C:2]1[CH:3]=[C:4]([C@@:15]([C:24]2[CH:29]=[CH:28][C:27]([F:30])=[CH:26][CH:25]=2)([NH2:23])[CH2:16][C:17]2[CH:22]=[CH:21][CH:20]=[CH:19][CH:18]=2)[CH:5]=[C:6]([O:8][C:9]([F:14])([F:13])[CH:10]([F:12])[F:11])[CH:7]=1.[F:31][C:32]1[CH:40]=[CH:39][C:35]([C:36](Cl)=[O:37])=[CH:34][C:33]=1[C:41]([F:44])([F:43])[F:42].CCN(CC)CC. (2) Given the product [CH2:17]([N:8]1[C:9](=[O:16])[C:10]2[C:15](=[CH:14][CH:13]=[CH:12][CH:11]=2)[CH:7]1[S:6][CH2:5][C:4]([OH:24])=[O:3])[C:18]1[CH:19]=[CH:20][CH:21]=[CH:22][CH:23]=1, predict the reactants needed to synthesize it. The reactants are: C([O:3][C:4](=[O:24])[CH2:5][S:6][CH:7]1[C:15]2[C:10](=[CH:11][CH:12]=[CH:13][CH:14]=2)[C:9](=[O:16])[N:8]1[CH2:17][C:18]1[CH:23]=[CH:22][CH:21]=[CH:20][CH:19]=1)C.C(=O)([O-])[O-].[K+].[K+].Cl. (3) Given the product [CH2:3]([N:17]1[CH:18]=[CH:19][CH:20]=[C:16]1[C:14]([C:11]1[CH:10]=[CH:9][C:8]([CH3:7])=[CH:13][CH:12]=1)=[O:15])[CH:2]=[CH2:1], predict the reactants needed to synthesize it. The reactants are: [CH3:1][C:2](C)([O-])[CH3:3].[K+].[CH3:7][C:8]1[CH:13]=[CH:12][C:11]([C:14]([C:16]2[NH:17][CH:18]=[CH:19][CH:20]=2)=[O:15])=[CH:10][CH:9]=1.C(Br)C=C. (4) Given the product [Br:26][C:19]1[C:7]([O:6][CH2:5][CH2:4][CH:3]([CH3:2])[CH2:20][CH2:21][CH2:22][CH:23]([CH3:25])[CH3:24])=[CH:8][C:9]2[NH:10][C:11]3[C:16]([C:17]=2[CH:18]=1)=[CH:15][CH:14]=[CH:13][CH:12]=3, predict the reactants needed to synthesize it. The reactants are: [Al].[CH3:2][CH:3]([CH2:20][CH2:21][CH2:22][CH:23]([CH3:25])[CH3:24])[CH2:4][CH2:5][O:6][C:7]1[CH:19]=[CH:18][C:17]2[C:16]3[C:11](=[CH:12][CH:13]=[CH:14][CH:15]=3)[NH:10][C:9]=2[CH:8]=1.[Br:26]N1C(=O)CCC1=O. (5) Given the product [C:29]([OH:36])(=[O:35])/[CH:30]=[CH:31]/[C:32]([OH:34])=[O:33].[N:1]12[CH2:8][CH2:7][CH:4]([CH2:5][CH2:6]1)[CH:3]([O:9][C:10]1[CH:15]=[CH:14][C:13]([N:16]([C:17]3[CH:21]=[CH:20][S:19][CH:18]=3)[C:22]3[CH:26]=[CH:25][S:24][CH:23]=3)=[CH:12][CH:11]=1)[CH2:2]2, predict the reactants needed to synthesize it. The reactants are: [N:1]12[CH2:8][CH2:7][CH:4]([CH2:5][CH2:6]1)[CH:3]([O:9][C:10]1[CH:15]=[CH:14][C:13]([N:16]([C:22]3[CH:26]=[CH:25][S:24][CH:23]=3)[C:17]3[CH:21]=[CH:20][S:19][CH:18]=3)=[CH:12][CH:11]=1)[CH2:2]2.CO.[C:29]([OH:36])(=[O:35])/[CH:30]=[CH:31]/[C:32]([OH:34])=[O:33]. (6) The reactants are: O.ON1C2C=CC=CC=2N=N1.[CH:12]1([NH2:15])[CH2:14][CH2:13]1.Cl.C(N=C=NCCCN(C)C)C.[CH2:28]([O:35][C:36]([N:38]1[CH2:42][C@@H:41]([OH:43])[C@H:40]([C:44](O)=[O:45])[CH2:39]1)=[O:37])[C:29]1[CH:34]=[CH:33][CH:32]=[CH:31][CH:30]=1. Given the product [CH:12]1([NH:15][C:44]([C@H:40]2[C@H:41]([OH:43])[CH2:42][N:38]([C:36]([O:35][CH2:28][C:29]3[CH:34]=[CH:33][CH:32]=[CH:31][CH:30]=3)=[O:37])[CH2:39]2)=[O:45])[CH2:14][CH2:13]1, predict the reactants needed to synthesize it.